Dataset: Peptide-MHC class I binding affinity with 185,985 pairs from IEDB/IMGT. Task: Regression. Given a peptide amino acid sequence and an MHC pseudo amino acid sequence, predict their binding affinity value. This is MHC class I binding data. (1) The peptide sequence is RVHGATVFK. The MHC is HLA-B27:05 with pseudo-sequence HLA-B27:05. The binding affinity (normalized) is 0.0847. (2) The peptide sequence is YMATTILEM. The MHC is HLA-B15:01 with pseudo-sequence HLA-B15:01. The binding affinity (normalized) is 0.928. (3) The peptide sequence is RLNDWDFVV. The MHC is HLA-B07:02 with pseudo-sequence HLA-B07:02. The binding affinity (normalized) is 0.0385. (4) The peptide sequence is MQLPGGWLL. The MHC is HLA-B27:05 with pseudo-sequence HLA-B27:05. The binding affinity (normalized) is 0.451. (5) The peptide sequence is RQFPTAFEL. The MHC is Mamu-B3901 with pseudo-sequence Mamu-B3901. The binding affinity (normalized) is 0.416. (6) The peptide sequence is ELCAEAEEL. The MHC is HLA-A02:06 with pseudo-sequence HLA-A02:06. The binding affinity (normalized) is 0.0651. (7) The peptide sequence is HPDIVIYQY. The MHC is HLA-B08:01 with pseudo-sequence HLA-B08:01. The binding affinity (normalized) is 0. (8) The peptide sequence is FTTTSEVVDM. The MHC is HLA-A02:01 with pseudo-sequence HLA-A02:01. The binding affinity (normalized) is 0.303. (9) The MHC is Mamu-B08 with pseudo-sequence Mamu-B08. The peptide sequence is VRSQGENPTWK. The binding affinity (normalized) is 0.105. (10) The peptide sequence is RLRDLLLIVTR. The MHC is HLA-B18:01 with pseudo-sequence HLA-B18:01. The binding affinity (normalized) is 0.142.